This data is from Full USPTO retrosynthesis dataset with 1.9M reactions from patents (1976-2016). The task is: Predict the reactants needed to synthesize the given product. Given the product [N:35]1[CH:34]=[C:33]([S:22][C:20]2[CH:19]=[CH:18][C:16]3[N:17]=[C:13]([NH:12][C:10]([NH:9][CH2:8][CH2:7][N:1]4[CH2:2][CH2:3][O:4][CH2:5][CH2:6]4)=[O:11])[S:14][C:15]=3[CH:21]=2)[N:37]2[CH:38]=[CH:39][CH:40]=[N:41][C:36]=12, predict the reactants needed to synthesize it. The reactants are: [N:1]1([CH2:7][CH2:8][NH:9][C:10]([NH:12][C:13]2[S:14][C:15]3[CH:21]=[C:20]([SH:22])[CH:19]=[CH:18][C:16]=3[N:17]=2)=[O:11])[CH2:6][CH2:5][O:4][CH2:3][CH2:2]1.C(O)C.P([O-])(O)(O)=O.[K+].Br[C:33]1[N:37]2[CH:38]=[CH:39][CH:40]=[N:41][C:36]2=[N:35][CH:34]=1.